This data is from Catalyst prediction with 721,799 reactions and 888 catalyst types from USPTO. The task is: Predict which catalyst facilitates the given reaction. (1) Reactant: C(OC([N:8]1[CH2:13][CH2:12][CH:11]([NH:14][C:15]2[CH:20]=[CH:19][C:18]([Cl:21])=[C:17]([S:22][C:23]([F:26])([F:25])[F:24])[CH:16]=2)[CH2:10][CH2:9]1)=O)(C)(C)C.FC(F)(F)C(O)=O. Product: [ClH:21].[Cl:21][C:18]1[CH:19]=[CH:20][C:15]([NH:14][CH:11]2[CH2:12][CH2:13][NH:8][CH2:9][CH2:10]2)=[CH:16][C:17]=1[S:22][C:23]([F:26])([F:24])[F:25].[ClH:21]. The catalyst class is: 4. (2) Reactant: [OH:1][C:2]1[CH:3]=[C:4]2[C:8](=[CH:9][CH:10]=1)[NH:7][CH:6]=[C:5]2[CH2:11][CH:12]1[CH2:17][CH2:16][CH2:15][CH2:14][CH2:13]1.C(=O)([O-])[O-].[K+].[K+].[F:24][C:25]([F:40])([F:39])[C:26]1[CH:27]=[C:28]([CH:31]=[C:32]([C:35]([F:38])([F:37])[F:36])[C:33]=1Cl)[CH:29]=[O:30]. Product: [CH:12]1([CH2:11][C:5]2[C:4]3[C:8](=[CH:9][CH:10]=[C:2]([O:1][C:33]4[C:32]([C:35]([F:38])([F:37])[F:36])=[CH:31][C:28]([CH:29]=[O:30])=[CH:27][C:26]=4[C:25]([F:24])([F:39])[F:40])[CH:3]=3)[NH:7][CH:6]=2)[CH2:13][CH2:14][CH2:15][CH2:16][CH2:17]1. The catalyst class is: 16.